Dataset: Forward reaction prediction with 1.9M reactions from USPTO patents (1976-2016). Task: Predict the product of the given reaction. Given the reactants Br[C:2]1[CH:11]=[CH:10][C:9]2[N:8]=[CH:7][C:6]3[N:12]([CH3:23])[C:13](=[O:22])[N:14]([C:15]4[C:16]([CH3:21])=[N:17][N:18]([CH3:20])[CH:19]=4)[C:5]=3[C:4]=2[CH:3]=1.[OH:24][C:25]1[CH:26]=[C:27](B(O)O)[CH:28]=[C:29]([C:31]([F:34])([F:33])[F:32])[CH:30]=1, predict the reaction product. The product is: [CH3:20][N:18]1[CH:19]=[C:15]([N:14]2[C:5]3[C:4]4[CH:3]=[C:2]([C:27]5[CH:28]=[C:29]([C:31]([F:34])([F:32])[F:33])[CH:30]=[C:25]([OH:24])[CH:26]=5)[CH:11]=[CH:10][C:9]=4[N:8]=[CH:7][C:6]=3[N:12]([CH3:23])[C:13]2=[O:22])[C:16]([CH3:21])=[N:17]1.